This data is from Forward reaction prediction with 1.9M reactions from USPTO patents (1976-2016). The task is: Predict the product of the given reaction. Given the reactants [C:1]([O:5][C:6]([N:8]1[CH2:13][CH2:12][N:11]([C:14]([C:16]2[CH:17]=[C:18]3[C:22](=[CH:23][CH:24]=2)[NH:21][CH:20]=[CH:19]3)=[O:15])[CH2:10][CH2:9]1)=[O:7])([CH3:4])([CH3:3])[CH3:2].[C:25]([O:29][C:30](O[C:30]([O:29][C:25]([CH3:28])([CH3:27])[CH3:26])=[O:31])=[O:31])([CH3:28])([CH3:27])[CH3:26], predict the reaction product. The product is: [C:1]([O:5][C:6]([N:8]1[CH2:13][CH2:12][N:11]([C:14]([C:16]2[CH:17]=[C:18]3[C:22](=[CH:23][CH:24]=2)[N:21]([C:30]([O:29][C:25]([CH3:28])([CH3:27])[CH3:26])=[O:31])[CH:20]=[CH:19]3)=[O:15])[CH2:10][CH2:9]1)=[O:7])([CH3:4])([CH3:2])[CH3:3].